From a dataset of Reaction yield outcomes from USPTO patents with 853,638 reactions. Predict the reaction yield, written as a fraction of the theoretical maximum amount of product (1.0 means a 100% yield; for example, 0.34 means a 34% yield). The reactants are [Cl:1][C:2]1[CH:36]=[CH:35][C:5]([CH2:6][N:7]2[C:15]3[C:14](=[O:16])[N:13]([CH2:17][C:18](O)=[O:19])[C:12](=[O:21])[N:11]([CH3:22])[C:10]=3[N:9]=[C:8]2[O:23][C:24]2[CH:29]=[CH:28][CH:27]=[C:26]([O:30][C:31]([F:34])([F:33])[F:32])[CH:25]=2)=[CH:4][CH:3]=1.C1N=CN(C(N2C=NC=C2)=O)C=1.[CH2:49]([NH2:52])[CH2:50][CH3:51]. The catalyst is CN(C=O)C.O. The product is [Cl:1][C:2]1[CH:36]=[CH:35][C:5]([CH2:6][N:7]2[C:15]3[C:14](=[O:16])[N:13]([CH2:17][C:18]([NH:52][CH2:49][CH2:50][CH3:51])=[O:19])[C:12](=[O:21])[N:11]([CH3:22])[C:10]=3[N:9]=[C:8]2[O:23][C:24]2[CH:29]=[CH:28][CH:27]=[C:26]([O:30][C:31]([F:33])([F:34])[F:32])[CH:25]=2)=[CH:4][CH:3]=1. The yield is 0.470.